From a dataset of Full USPTO retrosynthesis dataset with 1.9M reactions from patents (1976-2016). Predict the reactants needed to synthesize the given product. Given the product [CH2:15]([C:10]1[CH:11]=[C:12]([CH2:13][CH3:14])[N:7]2[N:6]=[C:5]([NH:27][CH2:26][CH2:25][O:18][C:19]3[CH:24]=[CH:23][CH:22]=[CH:21][CH:20]=3)[N:17]=[C:8]2[N:9]=1)[CH3:16], predict the reactants needed to synthesize it. The reactants are: CS([C:5]1[N:17]=[C:8]2[N:9]=[C:10]([CH2:15][CH3:16])[CH:11]=[C:12]([CH2:13][CH3:14])[N:7]2[N:6]=1)(=O)=O.[O:18]([CH2:25][CH2:26][NH2:27])[C:19]1[CH:24]=[CH:23][CH:22]=[CH:21][CH:20]=1.